This data is from Catalyst prediction with 721,799 reactions and 888 catalyst types from USPTO. The task is: Predict which catalyst facilitates the given reaction. (1) Reactant: [NH2:1][C:2]1[CH:11]=[C:10]([CH3:12])[C:5]2[NH:6][C:7](=[O:9])[O:8][C:4]=2[CH:3]=1.[Cl:13][C:14]1[CH:19]=[C:18](Cl)[N:17]=[CH:16][N:15]=1. Product: [Cl:13][C:14]1[N:15]=[CH:16][N:17]=[C:18]([NH:1][C:2]2[CH:11]=[C:10]([CH3:12])[C:5]3[NH:6][C:7](=[O:9])[O:8][C:4]=3[CH:3]=2)[CH:19]=1. The catalyst class is: 51. (2) Reactant: [Cl:1][C:2]1[CH:7]=[CH:6][C:5]([CH:8]([C:10]2[N:14]3[N:15]=[C:16]([Cl:26])[CH:17]=[C:18]([CH2:19][N:20]4[CH2:25][CH2:24][O:23][CH2:22][CH2:21]4)[C:13]3=[N:12][C:11]=2[CH3:27])O)=[C:4]([F:28])[CH:3]=1.ClCCCl.C([SiH](CC)CC)C.FC(F)(F)C(O)=O. Product: [Cl:26][C:16]1[CH:17]=[C:18]([CH2:19][N:20]2[CH2:21][CH2:22][O:23][CH2:24][CH2:25]2)[C:13]2[N:14]([C:10]([CH2:8][C:5]3[CH:6]=[CH:7][C:2]([Cl:1])=[CH:3][C:4]=3[F:28])=[C:11]([CH3:27])[N:12]=2)[N:15]=1. The catalyst class is: 5.